Predict the reaction yield, written as a fraction of the theoretical maximum amount of product (1.0 means a 100% yield; for example, 0.34 means a 34% yield). From a dataset of Reaction yield outcomes from USPTO patents with 853,638 reactions. (1) The reactants are [O:1]1[CH2:6][CH2:5][CH2:4][CH2:3][CH:2]1[N:7]1[C:15]2[C:10](=[CH:11][C:12]([C:16]3[N:17]=[N:18][N:19]([C:21]([C:34]4[CH:39]=[CH:38][CH:37]=[CH:36][CH:35]=4)([C:28]4[CH:33]=[CH:32][CH:31]=[CH:30][CH:29]=4)[C:22]4[CH:27]=[CH:26][CH:25]=[CH:24][CH:23]=4)[N:20]=3)=[CH:13][CH:14]=2)[C:9]([C:40]2[CH:41]=[C:42]([NH2:46])[CH:43]=[CH:44][CH:45]=2)=[N:8]1.[CH3:47][O:48][CH2:49][C:50](Cl)=[O:51].C(N(CC)CC)C. The catalyst is O1CCCC1. The product is [CH3:47][O:48][CH2:49][C:50]([NH:46][C:42]1[CH:43]=[CH:44][CH:45]=[C:40]([C:9]2[C:10]3[C:15](=[CH:14][CH:13]=[C:12]([C:16]4[N:17]=[N:18][N:19]([C:21]([C:22]5[CH:27]=[CH:26][CH:25]=[CH:24][CH:23]=5)([C:34]5[CH:35]=[CH:36][CH:37]=[CH:38][CH:39]=5)[C:28]5[CH:33]=[CH:32][CH:31]=[CH:30][CH:29]=5)[N:20]=4)[CH:11]=3)[N:7]([CH:2]3[CH2:3][CH2:4][CH2:5][CH2:6][O:1]3)[N:8]=2)[CH:41]=1)=[O:51]. The yield is 0.380. (2) The reactants are I[C:2]1[CH:3]=[CH:4][C:5]2[N:6]([CH:8]=[C:9]([NH:11][C:12]([CH:14]3[CH2:16][CH2:15]3)=[O:13])[N:10]=2)[N:7]=1.[N:17]1[N:18]=[C:19]([SH:26])[N:20]2[CH:25]=[CH:24][CH:23]=[CH:22][C:21]=12.CCN(C(C)C)C(C)C. The catalyst is COCCOC.C1C=CC(/C=C/C(/C=C/C2C=CC=CC=2)=O)=CC=1.C1C=CC(/C=C/C(/C=C/C2C=CC=CC=2)=O)=CC=1.C1C=CC(/C=C/C(/C=C/C2C=CC=CC=2)=O)=CC=1.[Pd].[Pd].CC1(C)C2C=CC=C(P(C3C=CC=CC=3)C3C=CC=CC=3)C=2OC2C1=CC=CC=2P(C1C=CC=CC=1)C1C=CC=CC=1. The product is [N:17]1[N:18]=[C:19]([S:26][C:2]2[CH:3]=[CH:4][C:5]3[N:6]([CH:8]=[C:9]([NH:11][C:12]([CH:14]4[CH2:16][CH2:15]4)=[O:13])[N:10]=3)[N:7]=2)[N:20]2[CH:25]=[CH:24][CH:23]=[CH:22][C:21]=12. The yield is 0.430. (3) The reactants are [CH3:1][N:2]([CH2:14][C:15]1[CH:20]=[CH:19][C:18](/[CH:21]=[CH:22]/[C:23]([O:25][CH2:26][CH3:27])=[O:24])=[CH:17][CH:16]=1)[C:3]1[S:4][CH:5]=[C:6]([C:8]2[CH:13]=[CH:12][CH:11]=[CH:10][CH:9]=2)[N:7]=1.[BH4-].[Na+].O. The catalyst is C(O)C.O.O.O.O.O.O.[Ni](Cl)Cl. The product is [CH3:1][N:2]([CH2:14][C:15]1[CH:16]=[CH:17][C:18]([CH2:21][CH2:22][C:23]([O:25][CH2:26][CH3:27])=[O:24])=[CH:19][CH:20]=1)[C:3]1[S:4][CH:5]=[C:6]([C:8]2[CH:9]=[CH:10][CH:11]=[CH:12][CH:13]=2)[N:7]=1. The yield is 0.640. (4) The reactants are CN(C)C=O.[F:6][C:7]1[CH:12]=[CH:11][C:10]([OH:13])=[CH:9][CH:8]=1.F[C:15]1[CH:22]=[CH:21][C:18]([CH:19]=[O:20])=[CH:17][CH:16]=1.C(=O)([O-])[O-].[K+].[K+]. The catalyst is O. The product is [F:6][C:7]1[CH:12]=[CH:11][C:10]([O:13][C:15]2[CH:22]=[CH:21][C:18]([CH:19]=[O:20])=[CH:17][CH:16]=2)=[CH:9][CH:8]=1. The yield is 0.901.